Dataset: Peptide-MHC class I binding affinity with 185,985 pairs from IEDB/IMGT. Task: Regression. Given a peptide amino acid sequence and an MHC pseudo amino acid sequence, predict their binding affinity value. This is MHC class I binding data. (1) The peptide sequence is LRMAKQNSR. The MHC is Mamu-B08 with pseudo-sequence Mamu-B08. The binding affinity (normalized) is 0.238. (2) The peptide sequence is RTLNAWVKV. The MHC is HLA-A29:02 with pseudo-sequence HLA-A29:02. The binding affinity (normalized) is 0. (3) The peptide sequence is TPKKPNSAL. The MHC is HLA-A02:06 with pseudo-sequence HLA-A02:06. The binding affinity (normalized) is 0.0847. (4) The peptide sequence is ILPVIFLSI. The MHC is Mamu-B08 with pseudo-sequence Mamu-B08. The binding affinity (normalized) is 0.0902.